This data is from Reaction yield outcomes from USPTO patents with 853,638 reactions. The task is: Predict the reaction yield, written as a fraction of the theoretical maximum amount of product (1.0 means a 100% yield; for example, 0.34 means a 34% yield). (1) The reactants are [OH:1][CH2:2][C:3]1[CH:4]=[C:5]([CH:24]=[C:25]([O:27][CH:28]([CH3:30])[CH3:29])[CH:26]=1)[CH2:6][O:7][C:8]1[CH:12]=[C:11]([CH2:13][CH2:14][C:15]([O-:17])=[O:16])[N:10]([C:18]2[CH:23]=[CH:22][CH:21]=[CH:20][CH:19]=2)[N:9]=1.[F:31][C:32]([F:41])([F:40])[C:33]1[CH:38]=[CH:37][C:36](O)=[CH:35][CH:34]=1.C(P(CCCC)CCCC)CCC.N(C(N1CCCCC1)=O)=NC(N1CCCCC1)=O.O1CCCC1CCO.[OH-].[Na+].Cl. The product is [CH:28]([O:27][C:25]1[CH:24]=[C:5]([CH:4]=[C:3]([CH2:2][O:1][C:36]2[CH:37]=[CH:38][C:33]([C:32]([F:41])([F:40])[F:31])=[CH:34][CH:35]=2)[CH:26]=1)[CH2:6][O:7][C:8]1[CH:12]=[C:11]([CH2:13][CH2:14][C:15]([OH:17])=[O:16])[N:10]([C:18]2[CH:19]=[CH:20][CH:21]=[CH:22][CH:23]=2)[N:9]=1)([CH3:30])[CH3:29]. The yield is 0.640. The catalyst is O1CCCC1. (2) The yield is 0.730. The catalyst is CC(N(C)C)=O. The product is [F:10][C:3]1[CH:4]=[C:5]([CH:6]=[O:7])[CH:8]=[CH:9][C:2]=1[O:1][C:12]1[CH:19]=[CH:18][C:15]([C:16]#[N:17])=[CH:14][N:13]=1. The reactants are [OH:1][C:2]1[CH:9]=[CH:8][C:5]([CH:6]=[O:7])=[CH:4][C:3]=1[F:10].Cl[C:12]1[CH:19]=[CH:18][C:15]([C:16]#[N:17])=[CH:14][N:13]=1.C(=O)([O-])[O-].[K+].[K+]. (3) The reactants are Cl.[Br:2][C:3]1[CH:4]=[N:5][CH:6]=[C:7]([CH2:9]Cl)[CH:8]=1.[NH:11]1[CH2:16][CH2:15][O:14][CH2:13][CH2:12]1. The catalyst is CO. The product is [Br:2][C:3]1[CH:8]=[C:7]([CH2:9][N:11]2[CH2:16][CH2:15][O:14][CH2:13][CH2:12]2)[CH:6]=[N:5][CH:4]=1. The yield is 0.410. (4) The reactants are Br[C:2]1[CH:11]=[CH:10][C:5]([C:6]([O:8][CH3:9])=[O:7])=[CH:4][N:3]=1.[F-].[Cs+].[F:14][C:15]([F:37])([F:36])[C:16]([N:18]([C@@H:27]1[CH2:29][C@H:28]1[C:30]1[CH:35]=[CH:34][CH:33]=[CH:32][CH:31]=1)[CH2:19][CH2:20][CH:21]1[CH2:26][CH2:25][NH:24][CH2:23][CH2:22]1)=[O:17].FC(F)(F)C([O-])=O. The catalyst is CN(C)C(=O)C.O. The product is [F:37][C:15]([F:14])([F:36])[C:16]([N:18]([CH2:19][CH2:20][CH:21]1[CH2:26][CH2:25][N:24]([C:2]2[CH:11]=[CH:10][C:5]([C:6]([O:8][CH3:9])=[O:7])=[CH:4][N:3]=2)[CH2:23][CH2:22]1)[C@@H:27]1[CH2:29][C@H:28]1[C:30]1[CH:35]=[CH:34][CH:33]=[CH:32][CH:31]=1)=[O:17]. The yield is 0.273. (5) The reactants are [CH3:1][O:2][C:3]1[C:12]2[C:7](=[CH:8][CH:9]=[CH:10][CH:11]=2)[N:6]=[C:5]([C:13]([OH:15])=[O:14])[CH:4]=1.[C:16]([O-])([O-])=O.[K+].[K+].IC. The catalyst is C(#N)C.CN(C)C=O. The product is [CH3:1][O:2][C:3]1[C:12]2[C:7](=[CH:8][CH:9]=[CH:10][CH:11]=2)[N:6]=[C:5]([C:13]([O:15][CH3:16])=[O:14])[CH:4]=1. The yield is 0.720. (6) The reactants are [Cl:1][C:2]1[CH:3]=[CH:4][C:5]([CH3:23])=[C:6]([CH:22]=1)[CH2:7][CH2:8][NH:9][C:10](=O)[O:11]C1C=CC([N+]([O-])=O)=CC=1.FC(S(O)(=O)=O)(F)F. The catalyst is ClCCCl. The product is [Cl:1][C:2]1[CH:3]=[CH:4][C:5]([CH3:23])=[C:6]2[C:22]=1[C:10](=[O:11])[NH:9][CH2:8][CH2:7]2. The yield is 0.720. (7) The reactants are [CH:1]1([C:4]2[NH:5][C:6]3[C:11]([CH:12]=2)=[CH:10][C:9]([N+:13]([O-])=O)=[CH:8][CH:7]=3)[CH2:3][CH2:2]1. The yield is 0.560. The product is [CH:1]1([C:4]2[NH:5][C:6]3[C:11]([CH:12]=2)=[CH:10][C:9]([NH2:13])=[CH:8][CH:7]=3)[CH2:3][CH2:2]1. The catalyst is CO.[Ni].